This data is from M1 muscarinic receptor antagonist screen with 61,756 compounds. The task is: Binary Classification. Given a drug SMILES string, predict its activity (active/inactive) in a high-throughput screening assay against a specified biological target. (1) The drug is S(=O)(=O)(N1CCN(CC1)c1cc(ccc1)C(F)(F)F)c1cc2CCC(=O)Nc2cc1. The result is 0 (inactive). (2) The drug is Clc1cc2c(CN3CCC(CC3)C)cc(oc2cc1C)=O. The result is 0 (inactive).